Dataset: HIV replication inhibition screening data with 41,000+ compounds from the AIDS Antiviral Screen. Task: Binary Classification. Given a drug SMILES string, predict its activity (active/inactive) in a high-throughput screening assay against a specified biological target. (1) The drug is O=CNC=Cc1ccccc1O. The result is 0 (inactive). (2) The drug is CC1=NN(c2ccccc2)C(=O)C1N=Nc1ccc(S(=O)(=O)Nc2ncccn2)cc1. The result is 0 (inactive). (3) The drug is NC(=S)NN=C1CCCC1C(O)(C(F)(F)Cl)C(F)(F)Cl. The result is 0 (inactive). (4) The result is 0 (inactive). The drug is Cc1ccc(SCC(CF)OC(C)n2cnc3c(O)nc(N)nc32)cc1. (5) The molecule is Cl.NCCCNOCCCN. The result is 0 (inactive).